From a dataset of Full USPTO retrosynthesis dataset with 1.9M reactions from patents (1976-2016). Predict the reactants needed to synthesize the given product. (1) Given the product [CH3:33][O:32][C:24]1[C:25]([C:27]2[N:28]=[CH:29][O:30][CH:31]=2)=[CH:26][C:2]([CH:41]=[CH2:42])=[C:3]([CH:23]=1)[N:4]([CH2:14][C:15]1[CH:20]=[CH:19][C:18]([O:21][CH3:22])=[CH:17][CH:16]=1)[CH2:5][C:6]1[CH:11]=[CH:10][C:9]([O:12][CH3:13])=[CH:8][CH:7]=1, predict the reactants needed to synthesize it. The reactants are: Br[C:2]1[CH:26]=[C:25]([C:27]2[N:28]=[CH:29][O:30][CH:31]=2)[C:24]([O:32][CH3:33])=[CH:23][C:3]=1[N:4]([CH2:14][C:15]1[CH:20]=[CH:19][C:18]([O:21][CH3:22])=[CH:17][CH:16]=1)[CH2:5][C:6]1[CH:11]=[CH:10][C:9]([O:12][CH3:13])=[CH:8][CH:7]=1.C(=O)([O-])[O-].[Cs+].[Cs+].O1CCO[CH2:42][CH2:41]1. (2) Given the product [F:35][C:32]([F:33])([F:34])[C:30]1[CH:29]=[CH:28][C:18]2[NH:19][C:15]([N:12]3[CH2:13][CH2:14][N:9]([C:4]4[C:3]([C:2]([F:1])([F:37])[F:38])=[CH:8][CH:7]=[CH:6][N:5]=4)[CH2:10][C:11]3=[O:36])=[N:16][C:17]=2[CH:31]=1, predict the reactants needed to synthesize it. The reactants are: [F:1][C:2]([F:38])([F:37])[C:3]1[C:4]([N:9]2[CH2:14][CH2:13][N:12]([C:15]3[N:19](COCC[Si](C)(C)C)[C:18]4[CH:28]=[CH:29][C:30]([C:32]([F:35])([F:34])[F:33])=[CH:31][C:17]=4[N:16]=3)[C:11](=[O:36])[CH2:10]2)=[N:5][CH:6]=[CH:7][CH:8]=1. (3) Given the product [F:1][C:2]1[CH:46]=[CH:45][C:5]([CH2:6][CH2:7][N:8]2[CH:12]=[C:11]([C:13]3[C:21]4[C:16](=[N:17][CH:18]=[C:19]([C:22]5[CH:23]=[CH:24][C:25]([O:33][CH3:34])=[C:26]([NH:28][S:29]([CH3:32])(=[O:30])=[O:31])[CH:27]=5)[CH:20]=4)[NH:15][CH:14]=3)[CH:10]=[N:9]2)=[CH:4][CH:3]=1, predict the reactants needed to synthesize it. The reactants are: [F:1][C:2]1[CH:46]=[CH:45][C:5]([CH2:6][CH2:7][N:8]2[CH:12]=[C:11]([C:13]3[C:21]4[C:16](=[N:17][CH:18]=[C:19]([C:22]5[CH:23]=[CH:24][C:25]([O:33][CH3:34])=[C:26]([NH:28][S:29]([CH3:32])(=[O:31])=[O:30])[CH:27]=5)[CH:20]=4)[N:15](S(C4C=CC(C)=CC=4)(=O)=O)[CH:14]=3)[CH:10]=[N:9]2)=[CH:4][CH:3]=1.[OH-].[Li+]. (4) Given the product [CH3:25][C:26]1([CH3:60])[CH2:35][CH2:34][C:33]([CH3:36])([CH3:37])[C:32]2[CH:31]=[C:30](/[CH:38]=[CH:39]/[C:40]3[CH:50]=[CH:49][C:43]([C:44]([OH:46])=[O:45])=[CH:42][CH:41]=3)[C:29]([CH2:51][C:52]3[CH:57]=[CH:56][C:55]([F:58])=[CH:54][C:53]=3[F:59])=[CH:28][C:27]1=2, predict the reactants needed to synthesize it. The reactants are: C(C1C(CC2C=CC(C)=CC=2)=CC2C(C)(C)CCC(C)(C)C=2C=1)=O.[CH3:25][C:26]1([CH3:60])[CH2:35][CH2:34][C:33]([CH3:37])([CH3:36])[C:32]2[CH:31]=[C:30](/[CH:38]=[CH:39]/[C:40]3[CH:50]=[CH:49][C:43]([C:44]([O:46]CC)=[O:45])=[CH:42][CH:41]=3)[C:29]([CH2:51][C:52]3[CH:57]=[CH:56][C:55]([F:58])=[CH:54][C:53]=3[F:59])=[CH:28][C:27]1=2. (5) Given the product [Si:26]([O:13][CH2:12][C@H:10]1[O:11][C@H:5]2[C@H:6]([N:7]=[C:3]([N:2]([CH3:16])[CH3:1])[S:4]2)[C@@H:8]([OH:15])[C@@H:9]1[OH:14])([C:23]([CH3:25])([CH3:24])[CH3:22])([CH3:28])[CH3:27], predict the reactants needed to synthesize it. The reactants are: [CH3:1][N:2]([CH3:16])[C:3]1[S:4][C@H:5]2[O:11][C@H:10]([CH2:12][OH:13])[C@@H:9]([OH:14])[C@H:8]([OH:15])[C@H:6]2[N:7]=1.N1C=CN=C1.[CH3:22][C:23]([Si:26](Cl)([CH3:28])[CH3:27])([CH3:25])[CH3:24]. (6) Given the product [Cl:1][C:2]1[CH:3]=[C:4]2[NH:8][C:9](=[O:39])[C:10]3([CH:15]([C:16]4[CH:21]=[C:20]([Cl:22])[CH:19]=[CH:18][C:17]=4[O:23][C:24]([CH3:25])([CH3:26])[C:27]([NH:56][S:53]([CH3:52])(=[O:55])=[O:54])=[O:29])[CH2:14][C:13](=[O:30])[NH:12][CH:11]3[C:31]3[CH:36]=[C:35]([F:37])[CH:34]=[CH:33][C:32]=3[Cl:38])[C:5]2=[CH:6][CH:7]=1, predict the reactants needed to synthesize it. The reactants are: [Cl:1][C:2]1[CH:7]=[C:6]2[NH:8][C:9](=[O:39])[C:10]3([CH:15]([C:16]4[CH:21]=[C:20]([Cl:22])[CH:19]=[CH:18][C:17]=4[O:23][C:24]([C:27]([OH:29])=O)([CH3:26])[CH3:25])[CH2:14][C:13](=[O:30])[NH:12][CH:11]3[C:31]3[CH:36]=[C:35]([F:37])[CH:34]=[CH:33][C:32]=3[Cl:38])[C:5]2=[CH:4][CH:3]=1.C1N=CN(C(N2C=NC=C2)=O)C=1.[CH3:52][S:53]([NH2:56])(=[O:55])=[O:54].[H-].[Na+].Cl. (7) The reactants are: [H-].[Na+].[C:3]1([CH3:10])[C:8]([OH:9])=[CH:7][CH:6]=[CH:5][CH:4]=1.[CH3:11][C:12]([CH3:17])=[CH:13][C:14](Cl)=[O:15].[Al+3].[Cl-].[Cl-].[Cl-]. Given the product [O:15]=[C:14]1[CH2:13][C:12]([CH3:17])([CH3:11])[C:7]2[C:8](=[C:3]([CH3:10])[CH:4]=[CH:5][CH:6]=2)[O:9]1, predict the reactants needed to synthesize it. (8) Given the product [Cl:12][C:11]1[C:2]([NH:1][S:15]([CH3:14])(=[O:17])=[O:16])=[C:3]([CH:8]=[CH:9][C:10]=1[Cl:13])[C:4]([O:6][CH3:7])=[O:5], predict the reactants needed to synthesize it. The reactants are: [NH2:1][C:2]1[C:11]([Cl:12])=[C:10]([Cl:13])[CH:9]=[CH:8][C:3]=1[C:4]([O:6][CH3:7])=[O:5].[CH3:14][S:15](Cl)(=[O:17])=[O:16]. (9) The reactants are: [NH2:1][C:2]1[CH:21]=[CH:20][C:5](OC2CCN(C(OC(C)(C)C)=O)CC2)=[CH:4][CH:3]=1.[N:22]1[CH:27]=[CH:26][CH:25]=[C:24]([N:28]2[CH2:31][CH:30]([C:32]([NH:34][C:35]3[CH:43]=[CH:42][C:38]([C:39](O)=[O:40])=[CH:37][CH:36]=3)=[O:33])[CH2:29]2)[N:23]=1.C(OC(N1CC(C(O)=O)C1)=O)C1C=CC=CC=1. Given the product [C:2]1([NH:1][C:39]([C:38]2[CH:37]=[CH:36][C:35]([NH:34][C:32]([CH:30]3[CH2:29][N:28]([C:24]4[N:23]=[N:22][CH:27]=[CH:26][CH:25]=4)[CH2:31]3)=[O:33])=[CH:43][CH:42]=2)=[O:40])[CH:21]=[CH:20][CH:5]=[CH:4][CH:3]=1, predict the reactants needed to synthesize it.